From a dataset of Catalyst prediction with 721,799 reactions and 888 catalyst types from USPTO. Predict which catalyst facilitates the given reaction. (1) Reactant: [Br:1][C:2]1[CH:7]=[CH:6][N:5]=[C:4]([CH2:8][OH:9])[CH:3]=1.[C:10]([Si:14](Cl)([CH3:16])[CH3:15])([CH3:13])([CH3:12])[CH3:11]. Product: [Br:1][C:2]1[CH:7]=[CH:6][N:5]=[C:4]([CH2:8][O:9][Si:14]([C:10]([CH3:13])([CH3:12])[CH3:11])([CH3:16])[CH3:15])[CH:3]=1. The catalyst class is: 2. (2) Reactant: [CH:1]1([CH2:4][O:5][C:6]2[CH:25]=[CH:24][C:9]([C:10]([O:12][CH2:13][C:14]([O:16]CC3C=CC=CC=3)=[O:15])=[O:11])=[CH:8][C:7]=2[O:26][S:27]([CH3:30])(=[O:29])=[O:28])[CH2:3][CH2:2]1. Product: [CH:1]1([CH2:4][O:5][C:6]2[CH:25]=[CH:24][C:9]([C:10]([O:12][CH2:13][C:14]([OH:16])=[O:15])=[O:11])=[CH:8][C:7]=2[O:26][S:27]([CH3:30])(=[O:29])=[O:28])[CH2:3][CH2:2]1. The catalyst class is: 515. (3) Reactant: [H-].[Na+].[OH:3][CH2:4][C:5]([CH3:11])([CH3:10])[C:6]([O:8][CH3:9])=[O:7].[CH3:12]I. Product: [CH3:12][O:3][CH2:4][C:5]([CH3:11])([CH3:10])[C:6]([O:8][CH3:9])=[O:7]. The catalyst class is: 7. (4) Reactant: [C:1]([NH:4][CH:5]([C:11]([O:13][CH2:14][CH3:15])=[O:12])[C:6]([O:8][CH2:9][CH3:10])=[O:7])(=[O:3])[CH3:2].[Na].CCO.[Cl:20][C:21]1[CH:26]=[C:25]([CH2:27]Cl)[CH:24]=[C:23]([C:29]([F:32])([F:31])[F:30])[C:22]=1[NH2:33]. Product: [C:1]([NH:4][C:5]([CH2:27][C:25]1[CH:24]=[C:23]([C:29]([F:31])([F:32])[F:30])[C:22]([NH2:33])=[C:21]([Cl:20])[CH:26]=1)([C:11]([O:13][CH2:14][CH3:15])=[O:12])[C:6]([O:8][CH2:9][CH3:10])=[O:7])(=[O:3])[CH3:2]. The catalyst class is: 38. (5) Product: [CH3:1][O:6][CH2:3][N:20]1[CH2:21][CH2:22][CH:17]([C:14]2[CH:13]=[CH:12][C:11]([O:10][CH3:9])=[CH:16][CH:15]=2)[CH2:18][CH2:19]1. The catalyst class is: 5. Reactant: [CH2:1]=O.[C:3](=[O:6])([O-])[O-].[K+].[K+].[CH3:9][O:10][C:11]1[CH:16]=[CH:15][C:14]([CH:17]2[CH2:22][CH2:21][NH:20][CH2:19][CH2:18]2)=[CH:13][CH:12]=1.